Dataset: Catalyst prediction with 721,799 reactions and 888 catalyst types from USPTO. Task: Predict which catalyst facilitates the given reaction. (1) Reactant: [CH3:1][O:2][C:3]1[CH:28]=[CH:27][C:6]([C:7]([NH:9][C:10]2[C:11]([NH:16][C:17](=[O:26])[C:18]3[CH:23]=[CH:22][C:21]([S:24][CH3:25])=[CH:20][CH:19]=3)=[CH:12][CH:13]=[CH:14][CH:15]=2)=[O:8])=[CH:5][CH:4]=1.ClC1C=C(C=CC=1)C(OO)=[O:34].[OH-].[Ca+2].[OH-]. Product: [CH3:1][O:2][C:3]1[CH:4]=[CH:5][C:6]([C:7]([NH:9][C:10]2[C:11]([NH:16][C:17](=[O:26])[C:18]3[CH:23]=[CH:22][C:21]([S:24]([CH3:25])=[O:34])=[CH:20][CH:19]=3)=[CH:12][CH:13]=[CH:14][CH:15]=2)=[O:8])=[CH:27][CH:28]=1. The catalyst class is: 22. (2) Reactant: [Br:1][C:2]1[CH:14]=[C:13]2[C:5]([C:6]3[CH:7]=[C:8]([C:15]([O:17]CC)=[O:16])[CH:9]=[CH:10][C:11]=3[NH:12]2)=[C:4]([C:20](=[O:24])[NH:21][CH2:22][CH3:23])[CH:3]=1.O.C1COCC1.[OH-].[Na+]. Product: [Br:1][C:2]1[CH:14]=[C:13]2[C:5]([C:6]3[CH:7]=[C:8]([C:15]([OH:17])=[O:16])[CH:9]=[CH:10][C:11]=3[NH:12]2)=[C:4]([C:20](=[O:24])[NH:21][CH2:22][CH3:23])[CH:3]=1. The catalyst class is: 5. (3) Reactant: Br[C:2]1[CH:8]=[CH:7][C:6]([O:9][C:10]2[C:15]3[CH:16]=[CH:17][O:18][C:14]=3[CH:13]=[CH:12][N:11]=2)=[CH:5][C:3]=1[NH2:4].C1(C2C=CC=CC=2)C=CC=CC=1P(C1CCCCC1)C1CCCCC1.C(N(CC)CC)C.[CH3:51][C:52]1([CH3:59])[C:56]([CH3:58])([CH3:57])[O:55][BH:54][O:53]1. Product: [O:18]1[C:14]2[CH:13]=[CH:12][N:11]=[C:10]([O:9][C:6]3[CH:7]=[CH:8][C:2]([B:54]4[O:55][C:56]([CH3:58])([CH3:57])[C:52]([CH3:59])([CH3:51])[O:53]4)=[C:3]([CH:5]=3)[NH2:4])[C:15]=2[CH:16]=[CH:17]1. The catalyst class is: 101.